Dataset: Full USPTO retrosynthesis dataset with 1.9M reactions from patents (1976-2016). Task: Predict the reactants needed to synthesize the given product. (1) Given the product [O:1]=[C:2]1[CH:7]=[CH:6][CH:5]=[CH:4][N:3]1[C:8]1[CH:15]=[CH:14][C:11]([CH2:12][N:37]2[C:38]([CH2:40][C:41]3[CH:48]=[CH:47][C:44]([C:45]#[N:46])=[CH:43][CH:42]=3)=[CH:39][N:35]=[CH:36]2)=[CH:10][CH:9]=1, predict the reactants needed to synthesize it. The reactants are: [O:1]=[C:2]1[CH:7]=[CH:6][CH:5]=[CH:4][N:3]1[C:8]1[CH:15]=[CH:14][C:11]([CH2:12]Br)=[CH:10][CH:9]=1.C([N:35]1[CH:39]=[C:38]([CH2:40][C:41]2[CH:48]=[CH:47][C:44]([C:45]#[N:46])=[CH:43][CH:42]=2)[N:37]=[CH:36]1)(C1C=CC=CC=1)(C1C=CC=CC=1)C1C=CC=CC=1. (2) Given the product [C:28]1([CH2:27][N:22]([CH2:21][C:15]2[CH:20]=[CH:19][CH:18]=[CH:17][CH:16]=2)[CH2:23][CH2:24][CH2:25][NH:26][CH:8]2[CH2:7][CH2:6][N:5]([C:10]([O:12][CH2:13][CH3:14])=[O:11])[CH2:4][CH:3]2[O:2][CH3:1])[CH:29]=[CH:30][CH:31]=[CH:32][CH:33]=1, predict the reactants needed to synthesize it. The reactants are: [CH3:1][O:2][CH:3]1[C:8](=O)[CH2:7][CH2:6][N:5]([C:10]([O:12][CH2:13][CH3:14])=[O:11])[CH2:4]1.[C:15]1([CH2:21][N:22]([CH2:27][C:28]2[CH:33]=[CH:32][CH:31]=[CH:30][CH:29]=2)[CH2:23][CH2:24][CH2:25][NH2:26])[CH:20]=[CH:19][CH:18]=[CH:17][CH:16]=1.S1C=CC=C1.[H][H]. (3) Given the product [Br:1][C:2]1[C:3]([CH3:10])=[C:4]([CH:7]=[CH:8][CH:9]=1)[CH2:5][NH:6][C:21]1[N:26]=[C:25]([NH:27][CH2:28][C@H:29]2[CH2:30][CH2:31][C@H:32]([CH2:35][OH:36])[CH2:33][CH2:34]2)[C:24]([N+:37]([O-:39])=[O:38])=[CH:23][N:22]=1, predict the reactants needed to synthesize it. The reactants are: [Br:1][C:2]1[C:3]([CH3:10])=[C:4]([CH:7]=[CH:8][CH:9]=1)[CH2:5][NH2:6].C(N(C(C)C)CC)(C)C.Cl[C:21]1[N:26]=[C:25]([NH:27][CH2:28][C@H:29]2[CH2:34][CH2:33][C@H:32]([CH2:35][OH:36])[CH2:31][CH2:30]2)[C:24]([N+:37]([O-:39])=[O:38])=[CH:23][N:22]=1. (4) Given the product [Br:23][CH2:4][C:3]([CH2:6][OH:5])([CH2:2][OH:1])[CH2:7][O:8][C:9]1[CH:14]=[CH:13][C:12]([C:15]([C:17]2[CH:22]=[CH:21][CH:20]=[CH:19][CH:18]=2)=[O:16])=[CH:11][CH:10]=1, predict the reactants needed to synthesize it. The reactants are: [OH:1][CH2:2][C:3]1([CH2:7][O:8][C:9]2[CH:14]=[CH:13][C:12]([C:15]([C:17]3[CH:22]=[CH:21][CH:20]=[CH:19][CH:18]=3)=[O:16])=[CH:11][CH:10]=2)[CH2:6][O:5][CH2:4]1.[BrH:23].